The task is: Predict the product of the given reaction.. This data is from Forward reaction prediction with 1.9M reactions from USPTO patents (1976-2016). Given the reactants [N:1]1[C:10]2[C:5](=[CH:6][CH:7]=[CH:8][C:9]=2[S:11](Cl)(=[O:13])=[O:12])[CH:4]=[CH:3][CH:2]=1.[C:15]1([NH:21][CH:22]2[CH2:27][CH2:26][N:25]([C:28]([O:30][CH2:31][C@@H:32]([N:34]([CH2:42][C:43]3[CH:48]=[CH:47][CH:46]=[CH:45][CH:44]=3)[CH2:35][C:36]3[CH:41]=[CH:40][CH:39]=[CH:38][CH:37]=3)[CH3:33])=[O:29])[CH2:24][CH2:23]2)[CH:20]=[CH:19][CH:18]=[CH:17][CH:16]=1, predict the reaction product. The product is: [C:15]1([N:21]([CH:22]2[CH2:27][CH2:26][N:25]([C:28]([O:30][CH2:31][C@@H:32]([N:34]([CH2:35][C:36]3[CH:37]=[CH:38][CH:39]=[CH:40][CH:41]=3)[CH2:42][C:43]3[CH:44]=[CH:45][CH:46]=[CH:47][CH:48]=3)[CH3:33])=[O:29])[CH2:24][CH2:23]2)[S:11]([C:9]2[CH:8]=[CH:7][CH:6]=[C:5]3[C:10]=2[N:1]=[CH:2][CH:3]=[CH:4]3)(=[O:13])=[O:12])[CH:16]=[CH:17][CH:18]=[CH:19][CH:20]=1.